From a dataset of Reaction yield outcomes from USPTO patents with 853,638 reactions. Predict the reaction yield, written as a fraction of the theoretical maximum amount of product (1.0 means a 100% yield; for example, 0.34 means a 34% yield). (1) The reactants are [CH3:1][C:2]([C:4]1[CH:5]=[CH:6][C:7]([OH:10])=[CH:8][CH:9]=1)=[O:3].C1(P(C2C=CC=CC=2)C2C=CC=CC=2)C=CC=CC=1.O[CH2:31][CH2:32][NH:33][C:34](=[O:43])[O:35][CH2:36][C:37]1[CH:42]=[CH:41][CH:40]=[CH:39][CH:38]=1.N(C(N1CCCCC1)=O)=NC(N1CCCCC1)=O. The catalyst is C1(C)C=CC=CC=1.O1CCCC1. The product is [CH2:36]([O:35][C:34](=[O:43])[NH:33][CH2:32][CH2:31][O:10][C:7]1[CH:8]=[CH:9][C:4]([C:2](=[O:3])[CH3:1])=[CH:5][CH:6]=1)[C:37]1[CH:42]=[CH:41][CH:40]=[CH:39][CH:38]=1. The yield is 0.840. (2) The reactants are C[O:2][C:3](=[O:22])[CH:4]([C:11]1[CH:16]=[CH:15][C:14]([C:17]#[C:18][CH2:19][O:20][CH3:21])=[CH:13][CH:12]=1)[CH2:5][CH:6]1[CH2:10][CH2:9][CH2:8][CH2:7]1.[OH-].[Li+]. The catalyst is O1CCCC1.O. The product is [CH:6]1([CH2:5][CH:4]([C:11]2[CH:16]=[CH:15][C:14]([C:17]#[C:18][CH2:19][O:20][CH3:21])=[CH:13][CH:12]=2)[C:3]([OH:22])=[O:2])[CH2:10][CH2:9][CH2:8][CH2:7]1. The yield is 0.967. (3) The reactants are C[O:2][C:3](=[O:12])[C:4]1[CH:9]=[C:8]([NH2:10])[CH:7]=[CH:6][C:5]=1[Cl:11].Cl.[N:14]([O-])=O.[Na+].[C:18]([O-:21])(=[O:20])[CH3:19].[Na+].C([O:25][C:26](=O)[NH:27][C:28](=[O:38])C[C:28]([NH:27][C:26]([O:25]CC)=O)=[O:38])C.S(=O)(=O)(O)O. The catalyst is C(O)(=O)C.O. The product is [C:3]([C:4]1[CH:9]=[C:8]([N:10]2[C:28](=[O:38])[NH:27][C:26](=[O:25])[C:19]([C:18]([OH:21])=[O:20])=[N:14]2)[CH:7]=[CH:6][C:5]=1[Cl:11])([OH:2])=[O:12]. The yield is 0.460. (4) The reactants are [F:1][C:2]1[CH:7]=[CH:6][C:5]([C:8]2[S:9](=[O:23])(=[O:22])[NH:10][C:11]3([CH2:21][CH2:20][CH2:19][CH2:18][CH2:17]3)[C:12]=2[CH2:13][NH:14][CH2:15][CH3:16])=[CH:4][CH:3]=1.C(N(CC)CC)C.[C:31]([O:35][C:36](O[C:36]([O:35][C:31]([CH3:34])([CH3:33])[CH3:32])=[O:37])=[O:37])([CH3:34])([CH3:33])[CH3:32]. The catalyst is C1COCC1. The product is [C:31]([O:35][C:36]([N:14]([CH2:13][C:12]1[C:11]2([CH2:17][CH2:18][CH2:19][CH2:20][CH2:21]2)[NH:10][S:9](=[O:23])(=[O:22])[C:8]=1[C:5]1[CH:6]=[CH:7][C:2]([F:1])=[CH:3][CH:4]=1)[CH2:15][CH3:16])=[O:37])([CH3:34])([CH3:33])[CH3:32]. The yield is 0.860. (5) The reactants are [Cl:1][C:2]1[CH:7]=[CH:6][C:5]([N:8]2[C:12]([CH3:13])=[C:11]([C:14]([NH:16][NH:17][C:18](=O)[C:19]([CH3:22])([CH3:21])[CH3:20])=O)[N:10]=[C:9]2[C:24]2[CH:29]=[CH:28][C:27]([Cl:30])=[CH:26][C:25]=2[Cl:31])=[CH:4][CH:3]=1.COC1C=CC(P2(SP(C3C=CC(OC)=CC=3)(=S)S2)=[S:41])=CC=1. The catalyst is O1CCOCC1. The product is [C:19]([C:18]1[S:41][C:14]([C:11]2[N:10]=[C:9]([C:24]3[CH:29]=[CH:28][C:27]([Cl:30])=[CH:26][C:25]=3[Cl:31])[N:8]([C:5]3[CH:6]=[CH:7][C:2]([Cl:1])=[CH:3][CH:4]=3)[C:12]=2[CH3:13])=[N:16][N:17]=1)([CH3:22])([CH3:21])[CH3:20]. The yield is 0.950.